This data is from NCI-60 drug combinations with 297,098 pairs across 59 cell lines. The task is: Regression. Given two drug SMILES strings and cell line genomic features, predict the synergy score measuring deviation from expected non-interaction effect. (1) Drug 1: C1C(C(OC1N2C=C(C(=O)NC2=O)F)CO)O. Drug 2: CCC1(C2=C(COC1=O)C(=O)N3CC4=CC5=C(C=CC(=C5CN(C)C)O)N=C4C3=C2)O.Cl. Cell line: SN12C. Synergy scores: CSS=45.6, Synergy_ZIP=-0.0720, Synergy_Bliss=-5.77, Synergy_Loewe=-4.97, Synergy_HSA=-2.80. (2) Drug 1: C1CCC(CC1)NC(=O)N(CCCl)N=O. Drug 2: CCC1(CC2CC(C3=C(CCN(C2)C1)C4=CC=CC=C4N3)(C5=C(C=C6C(=C5)C78CCN9C7C(C=CC9)(C(C(C8N6C=O)(C(=O)OC)O)OC(=O)C)CC)OC)C(=O)OC)O.OS(=O)(=O)O. Cell line: MDA-MB-435. Synergy scores: CSS=19.5, Synergy_ZIP=-9.16, Synergy_Bliss=-7.45, Synergy_Loewe=-34.3, Synergy_HSA=-9.85. (3) Drug 1: C(CCl)NC(=O)N(CCCl)N=O. Drug 2: N.N.Cl[Pt+2]Cl. Cell line: HL-60(TB). Synergy scores: CSS=53.7, Synergy_ZIP=3.34, Synergy_Bliss=2.02, Synergy_Loewe=-21.1, Synergy_HSA=2.78. (4) Drug 1: CC1=C(N=C(N=C1N)C(CC(=O)N)NCC(C(=O)N)N)C(=O)NC(C(C2=CN=CN2)OC3C(C(C(C(O3)CO)O)O)OC4C(C(C(C(O4)CO)O)OC(=O)N)O)C(=O)NC(C)C(C(C)C(=O)NC(C(C)O)C(=O)NCCC5=NC(=CS5)C6=NC(=CS6)C(=O)NCCC[S+](C)C)O. Drug 2: C1CN(P(=O)(OC1)NCCCl)CCCl. Cell line: SK-MEL-5. Synergy scores: CSS=23.9, Synergy_ZIP=-5.73, Synergy_Bliss=0.936, Synergy_Loewe=-29.9, Synergy_HSA=0.324. (5) Drug 1: C1=CN(C(=O)N=C1N)C2C(C(C(O2)CO)O)O.Cl. Drug 2: CC1CCC2CC(C(=CC=CC=CC(CC(C(=O)C(C(C(=CC(C(=O)CC(OC(=O)C3CCCCN3C(=O)C(=O)C1(O2)O)C(C)CC4CCC(C(C4)OC)OCCO)C)C)O)OC)C)C)C)OC. Cell line: KM12. Synergy scores: CSS=23.7, Synergy_ZIP=-5.80, Synergy_Bliss=-0.969, Synergy_Loewe=0.169, Synergy_HSA=1.14. (6) Drug 1: C1CC(=O)NC(=O)C1N2CC3=C(C2=O)C=CC=C3N. Drug 2: CNC(=O)C1=NC=CC(=C1)OC2=CC=C(C=C2)NC(=O)NC3=CC(=C(C=C3)Cl)C(F)(F)F. Cell line: UACC62. Synergy scores: CSS=25.4, Synergy_ZIP=-1.25, Synergy_Bliss=-1.57, Synergy_Loewe=0.0748, Synergy_HSA=-0.0649.